Dataset: Catalyst prediction with 721,799 reactions and 888 catalyst types from USPTO. Task: Predict which catalyst facilitates the given reaction. (1) Reactant: FC(F)(F)C(O)=O.[F:8][C:9]1[C:10]([C:32]2[CH:37]=[CH:36][C:35]([O:38][CH:39]3[CH2:42][O:41][CH2:40]3)=[CH:34][CH:33]=2)=[CH:11][C:12](=[O:31])[N:13]([CH2:15][CH2:16][C@@:17]([S:27]([CH3:30])(=[O:29])=[O:28])([NH:19][O:20]C2CCCCO2)[CH3:18])[CH:14]=1. Product: [F:8][C:9]1[C:10]([C:32]2[CH:37]=[CH:36][C:35]([O:38][CH:39]3[CH2:40][O:41][CH2:42]3)=[CH:34][CH:33]=2)=[CH:11][C:12](=[O:31])[N:13]([CH2:15][CH2:16][C@:17]([NH:19][OH:20])([S:27]([CH3:30])(=[O:29])=[O:28])[CH3:18])[CH:14]=1. The catalyst class is: 2. (2) Reactant: C(OC([N:8]1[CH2:13][CH2:12][CH:11]([O:14][C:15]2[CH:16]=[N:17][CH:18]=[C:19]([CH:21]3[O:26][C:25]4[CH:27]=[CH:28][CH:29]=[C:30]([C:31]([O:33][CH3:34])=[O:32])[C:24]=4[O:23][CH2:22]3)[CH:20]=2)[CH2:10][CH2:9]1)=O)(C)(C)C.FC(F)(F)C(O)=O. Product: [CH3:34][O:33][C:31]([C:30]1[C:24]2[O:23][CH2:22][CH:21]([C:19]3[CH:18]=[N:17][CH:16]=[C:15]([O:14][CH:11]4[CH2:12][CH2:13][NH:8][CH2:9][CH2:10]4)[CH:20]=3)[O:26][C:25]=2[CH:27]=[CH:28][CH:29]=1)=[O:32]. The catalyst class is: 2.